From a dataset of Forward reaction prediction with 1.9M reactions from USPTO patents (1976-2016). Predict the product of the given reaction. (1) Given the reactants C(O)C(N)(CO)CO.Cl.[Na+].[Cl-].[Mg+2].[Cl-].[Cl-].CCC(COC(C(N(CC[NH+](C)C)C)=O)(C1C=CC=CC=1)C1C=CC=CC=1)CC.[Cl-].CCCCCCCCCCCCCCCCCC(OC[C@@H](O)COP(OCC[N+](C)(C)C)([O-])=O)=O.OCC[N+](C)(C)C.C([N:90]1[C:103]2[CH:102]=[CH:101][C:100]([OH:104])=[CH:99][C:98]=2[O:97][C:96]2[C:91]1=[CH:92][CH:93]=[C:94]([OH:105])[CH:95]=2)(=O)C, predict the reaction product. The product is: [CH:93]1[C:94]([OH:105])=[CH:95][C:96]2[O:97][C:98]3[C:103](=[N:90][C:91]=2[CH:92]=1)[CH:102]=[CH:101][C:100](=[O:104])[CH:99]=3. (2) Given the reactants [NH2:1][C:2]1[CH:9]=[CH:8][CH:7]=[C:6]([CH:10]2[CH2:12][CH2:11]2)[C:3]=1[C:4]#[N:5].[C:13]([N:21]=C=O)(=[O:20])C1C=CC=CC=1.[OH-].[Na+], predict the reaction product. The product is: [NH2:5][C:4]1[C:3]2[C:2](=[CH:9][CH:8]=[CH:7][C:6]=2[CH:10]2[CH2:11][CH2:12]2)[NH:1][C:13](=[O:20])[N:21]=1. (3) Given the reactants [CH2:1]([N:8]1[CH:16]=[C:15]2[C:10]([CH:11]=[C:12]([C:17]3[CH:18]=[CH:19][N:20]4[C:25]=3[C:24]([NH2:26])=[N:23][C:22]([CH3:27])=[N:21]4)[CH:13]=[CH:14]2)=[N:9]1)[C:2]1[CH:7]=[CH:6][CH:5]=[CH:4][CH:3]=1.[Br:28]N1C(C)(C)C(=O)N(Br)C1=O, predict the reaction product. The product is: [CH2:1]([N:8]1[CH:16]=[C:15]2[C:10]([CH:11]=[C:12]([C:17]3[CH:18]=[C:19]([Br:28])[N:20]4[C:25]=3[C:24]([NH2:26])=[N:23][C:22]([CH3:27])=[N:21]4)[CH:13]=[CH:14]2)=[N:9]1)[C:2]1[CH:7]=[CH:6][CH:5]=[CH:4][CH:3]=1. (4) Given the reactants [NH2:1][CH2:2][C:3]1[CH:28]=[CH:27][CH:26]=[CH:25][C:4]=1[CH2:5][O:6][C:7]1[N:12]=[CH:11][N:10]([CH2:13][C:14]2[CH:19]=[CH:18][C:17]([O:20][CH3:21])=[CH:16][CH:15]=2)[C:9](=[O:22])[C:8]=1[CH2:23][CH3:24].C(N(CC)CC)C.[C:36]([C:40]1[CH:44]=[C:43]([NH:45][C:46](=O)[O:47]C2C=CC([N+]([O-])=O)=CC=2)[N:42]([C:58]2[CH:63]=[CH:62][C:61]([CH3:64])=[CH:60][CH:59]=2)[N:41]=1)([CH3:39])([CH3:38])[CH3:37].BrC1C(=O)N(CC2C=CC(OC)=CC=2)C(C)=CC=1OCC1C=CC=CC=1CNC(NC1N(C2C=CC(C)=CC=2)N=C(C(C)(C)C)C=1)=O, predict the reaction product. The product is: [C:36]([C:40]1[CH:44]=[C:43]([NH:45][C:46]([NH:1][CH2:2][C:3]2[CH:28]=[CH:27][CH:26]=[CH:25][C:4]=2[CH2:5][O:6][C:7]2[N:12]=[CH:11][N:10]([CH2:13][C:14]3[CH:19]=[CH:18][C:17]([O:20][CH3:21])=[CH:16][CH:15]=3)[C:9](=[O:22])[C:8]=2[CH2:23][CH3:24])=[O:47])[N:42]([C:58]2[CH:63]=[CH:62][C:61]([CH3:64])=[CH:60][CH:59]=2)[N:41]=1)([CH3:39])([CH3:38])[CH3:37].